This data is from Experimentally validated miRNA-target interactions with 360,000+ pairs, plus equal number of negative samples. The task is: Binary Classification. Given a miRNA mature sequence and a target amino acid sequence, predict their likelihood of interaction. (1) The miRNA is hsa-miR-6817-3p with sequence UCUCUCUGACUCCAUGGCA. The protein sequence of the target gene is MEARDKQVLRSLRLELGAEVLVEGLVLQYLYQEGILTENHIQEINAQTTGLRKTMLLLDILPSRGPKAFDTFLDSLQEFPWVREKLKKAREEAMTDLPAGDRLTGIPSHILNSSPSDRQINQLAQRLGPEWEPMVLSLGLSQTDIYRCKANHPHNVQSQVVEAFIRWRQRFGKQATFQSLHNGLRAVEVDPSLLLHMLE. Result: 0 (no interaction). (2) The miRNA is hsa-miR-4495 with sequence AAUGUAAACAGGCUUUUUGCU. Result: 0 (no interaction). The protein sequence of the target gene is MSKKPVAQRKQLTLSSFIGLDGNSQSQPKSRAASVRSKPPAVYNPIFLDASSSDDETTEISSQSNNGTIATKKSSRDPRTAKLKKHTYLDLSVSPLAKLSAKKYARDSPKKPTSLDLSVSPLAELLAKKSDRDSPKKPVQNENSYTYRGLSESPVENKSIGDTLRKPPQKERKTSIVWLSDSPEKKVTQNERKILDSPLQRFSFEDFPNKENGNRHHLLTLPDSPPPPQPVKKPEKTMWQNETKTIQDKDSPANPLVSNNLASISTLLDSSRAPNTYKGSSRNLFEDSPEKSGSGEQGYK.... (3) The miRNA is hsa-miR-6827-3p with sequence ACCGUCUCUUCUGUUCCCCAG. The protein sequence of the target gene is MALLMRLLTLALALSVGPAGTLAGPAKSPYQLVLQHSRLRGRQHGPNVCAVQKVIGTNKKYFTNCKQWYQRKICGKSTVISYECCPGYEKVPGEKGCPAALPLSNLYETMGVVGSTTTQLYTDRTEKLRPEMEGPGSFTIFAPSNEAWSSLPAEVLDSLVSNVNIELLNALRYHMVDRRVLTDELKHGMTLTSMYQNSNIQIHHYPNGIVTVNCARLLKADHHATNGVVHLIDKVISTITNNIQQIIEIEDTFETLRAAVAASGLNTVLEGDGQFTLLAPTNEAFEKIPAETLNRILGDP.... Result: 0 (no interaction).